Dataset: Experimentally validated miRNA-target interactions with 360,000+ pairs, plus equal number of negative samples. Task: Binary Classification. Given a miRNA mature sequence and a target amino acid sequence, predict their likelihood of interaction. (1) The miRNA is hsa-miR-6817-3p with sequence UCUCUCUGACUCCAUGGCA. The protein sequence of the target gene is MMVHCAGCERPILDRFLLNVLDRAWHIKCVQCCECKTNLSEKCFSREGKLYCKNDFFRRFGTKCAGCAQGISPSDLVRKARSKVFHLNCFTCMVCNKQLSTGEELYVIDENKFVCKDDYLSSSSLKEGSLNSVSSCTDRSLSPDLQDALQDDPKETDNSTSSDKETANNENEEQNSGTKRRGPRTTIKAKQLETLKAAFAATPKPTRHIREQLAQETGLNMRVIQVWFQNRRSKERRMKQLSALGARRHAFFRSPRRMRPLGGRLDESEMLGSTPYTYYGDYQGDYYAPGSNYDFFAHGP.... Result: 1 (interaction). (2) The miRNA is mmu-miR-383-5p with sequence AGAUCAGAAGGUGACUGUGGCU. The protein sequence of the target gene is MRGTPKTHLLAFSLLCLLSKVRTQLCPTPCTCPWPPPRCPLGVPLVLDGCGCCRVCARRLGEPCDQLHVCDASQGLVCQPGAGPGGRGALCLLAEDDSSCEVNGRLYREGETFQPHCSIRCRCEDGGFTCVPLCSEDVRLPSWDCPHPRRVEVLGKCCPEWVCGQGGGLGTQPLPAQGPQFSGLVSSLPPGVPCPEWSTAWGPCSTTCGLGMATRVSNQNRFCRLETQRRLCLSRPCPPSRGRSPQNSAF. Result: 0 (no interaction).